From a dataset of Reaction yield outcomes from USPTO patents with 853,638 reactions. Predict the reaction yield, written as a fraction of the theoretical maximum amount of product (1.0 means a 100% yield; for example, 0.34 means a 34% yield). (1) The reactants are N1CCCCC1.[CH2:7]([N:9]([CH2:12][C:13]1[CH:14]=[C:15]([CH:18]=[CH:19][C:20]=1[O:21][CH3:22])[CH:16]=O)[CH2:10][CH3:11])[CH3:8].C([CH2:26][C:27]([NH:29][C:30]1[CH:38]=[CH:37][CH:36]=[CH:35][C:31]=1[C:32]([OH:34])=[O:33])=[O:28])(O)=O.CC(O)=O. The catalyst is C1(C)C=CC=CC=1. The product is [CH2:7]([N:9]([CH2:12][C:13]1[CH:14]=[C:15](/[CH:16]=[CH:26]/[C:27]([NH:29][C:30]2[CH:38]=[CH:37][CH:36]=[CH:35][C:31]=2[C:32]([OH:34])=[O:33])=[O:28])[CH:18]=[CH:19][C:20]=1[O:21][CH3:22])[CH2:10][CH3:11])[CH3:8]. The yield is 0.500. (2) No catalyst specified. The product is [Cl:36][C:37]1[N:42]=[C:41]([NH:27][C:28]2[CH:35]=[CH:34][CH:33]=[C:30]([C:31]#[N:32])[CH:29]=2)[C:40]([F:44])=[CH:39][N:38]=1. The yield is 0.860. The reactants are C1COC2C=CC(NC3C(F)=CN=C(NC4C=CC=C(O)C=4)N=3)=CC=2O1.[NH2:27][C:28]1[CH:29]=[C:30]([CH:33]=[CH:34][CH:35]=1)[C:31]#[N:32].[Cl:36][C:37]1[N:42]=[C:41](Cl)[C:40]([F:44])=[CH:39][N:38]=1. (3) The reactants are [F:1][C:2]([F:14])([F:13])[C:3]1[CH:11]=[CH:10][CH:9]=[C:5]([C:6]([OH:8])=O)[C:4]=1[NH2:12].O=S(Cl)Cl.[Cl:19][C:20]1[CH:26]=[CH:25][CH:24]=[CH:23][C:21]=1[NH2:22].C(Cl)(Cl)Cl. The catalyst is C1C=CC=CC=1. The product is [NH2:12][C:4]1[C:3]([C:2]([F:1])([F:14])[F:13])=[CH:11][CH:10]=[CH:9][C:5]=1[C:6]([NH:22][C:21]1[CH:23]=[CH:24][CH:25]=[CH:26][C:20]=1[Cl:19])=[O:8]. The yield is 0.780. (4) The reactants are NC1SC(C(OCC)=O)=C(C)N=1.[NH2:13][C:14]1[S:15][C:16]([C:23]([O:25][CH2:26][CH3:27])=[O:24])=[C:17]([C:19]([F:22])([F:21])[F:20])[N:18]=1.Cl[CH2:29][CH2:30][N:31]=[C:32]=[O:33]. No catalyst specified. The product is [O:33]=[C:32]1[NH:31][CH2:30][CH2:29][N:13]1[C:14]1[S:15][C:16]([C:23]([O:25][CH2:26][CH3:27])=[O:24])=[C:17]([C:19]([F:22])([F:20])[F:21])[N:18]=1. The yield is 0.300. (5) The reactants are NC1C=CC(OC)=NC=1.C(OC(=O)C(NC(C1C=CC(C)=CN=1)=O)C(OCC)=O)C.C([O:33][C:34]([C:36]1[N:40]=[C:39]([C:41]2[CH:46]=[CH:45][C:44]([CH3:47])=[CH:43][N:42]=2)[N:38]([C:48]2[CH:49]=[N:50][C:51]([O:54][CH3:55])=[CH:52][CH:53]=2)[N:37]=1)=[O:35])C.C[O-].[Na+]. The catalyst is CO. The product is [CH3:55][O:54][C:51]1[N:50]=[CH:49][C:48]([N:38]2[C:39]([C:41]3[CH:46]=[CH:45][C:44]([CH3:47])=[CH:43][N:42]=3)=[N:40][C:36]([C:34]([OH:35])=[O:33])=[N:37]2)=[CH:53][CH:52]=1. The yield is 0.210. (6) The reactants are [Br:1][C:2]1[CH:3]=[N:4][N:5]2[C:10]([N:11]([CH2:19][CH:20]3[CH2:22][CH2:21]3)[C:12](=[O:18])[O:13][C:14]([CH3:17])([CH3:16])[CH3:15])=[CH:9][C:8](Cl)=[N:7][C:6]=12.[NH2:24][C@H:25]1[CH2:30][CH2:29][CH2:28][CH2:27][C@H:26]1[OH:31].Cl.CCN(C(C)C)C(C)C. The catalyst is CN1C(=O)CCC1.CCOC(C)=O.O. The product is [Br:1][C:2]1[CH:3]=[N:4][N:5]2[C:10]([N:11]([CH2:19][CH:20]3[CH2:22][CH2:21]3)[C:12](=[O:18])[O:13][C:14]([CH3:17])([CH3:16])[CH3:15])=[CH:9][C:8]([NH:24][C@H:25]3[CH2:30][CH2:29][CH2:28][CH2:27][C@H:26]3[OH:31])=[N:7][C:6]=12. The yield is 0.790. (7) The reactants are [CH2:1](O)[CH:2]=[CH:3][C:4]1[CH:9]=[CH:8][CH:7]=[CH:6][CH:5]=1.[CH2:11]([O:18][C:19]1[CH:20]=[C:21]([OH:33])[CH:22]=[C:23]([O:25][CH2:26][C:27]2[CH:32]=[CH:31][CH:30]=[CH:29][CH:28]=2)[CH:24]=1)[C:12]1[CH:17]=[CH:16][CH:15]=[CH:14][CH:13]=1. No catalyst specified. The product is [CH2:26]([O:25][C:23]1[CH:24]=[C:19]([O:18][CH2:11][C:12]2[CH:17]=[CH:16][CH:15]=[CH:14][CH:13]=2)[CH:20]=[C:21]([OH:33])[C:22]=1[CH2:1]/[CH:2]=[CH:3]/[C:4]1[CH:9]=[CH:8][CH:7]=[CH:6][CH:5]=1)[C:27]1[CH:28]=[CH:29][CH:30]=[CH:31][CH:32]=1. The yield is 0.620. (8) The reactants are [N:1]([O-])=O.[Na+].[CH2:5]([S:7][C:8]1[CH:14]=[CH:13][C:12]([F:15])=[CH:11][C:9]=1[NH2:10])[CH3:6].[OH-].[Na+]. The catalyst is Cl. The product is [CH2:5]([S:7][C:8]1[CH:14]=[CH:13][C:12]([F:15])=[CH:11][C:9]=1[NH:10][NH2:1])[CH3:6]. The yield is 0.910. (9) The reactants are [NH2:1][C:2]1[CH:7]=[CH:6][C:5]([C:8]([N:10]2[CH2:15][CH2:14][N:13]([CH2:16][CH3:17])[CH2:12][CH2:11]2)=O)=[C:4]([C:18]([F:21])([F:20])[F:19])[CH:3]=1. The catalyst is C1COCC1. The product is [CH2:16]([N:13]1[CH2:14][CH2:15][N:10]([CH2:8][C:5]2[CH:6]=[CH:7][C:2]([NH2:1])=[CH:3][C:4]=2[C:18]([F:21])([F:19])[F:20])[CH2:11][CH2:12]1)[CH3:17]. The yield is 0.694. (10) The reactants are C[Si]([N-][Si](C)(C)C)(C)C.[Na+].[C:11](#[N:13])[CH3:12].[CH2:14]([O:21][C:22]1[CH:27]=[CH:26][C:25]([CH2:28][C@H:29]([N:40]([CH2:48][C:49]2[CH:54]=[CH:53][CH:52]=[CH:51][CH:50]=2)[CH2:41][C:42]2[CH:47]=[CH:46][CH:45]=[CH:44][CH:43]=2)[C:30](OCC2C=CC=CC=2)=[O:31])=[CH:24][CH:23]=1)[C:15]1[CH:20]=[CH:19][CH:18]=[CH:17][CH:16]=1.[NH4+].[Cl-]. The catalyst is C1COCC1.O. The product is [CH2:14]([O:21][C:22]1[CH:27]=[CH:26][C:25]([CH2:28][C@H:29]([N:40]([CH2:41][C:42]2[CH:47]=[CH:46][CH:45]=[CH:44][CH:43]=2)[CH2:48][C:49]2[CH:50]=[CH:51][CH:52]=[CH:53][CH:54]=2)[C:30](=[O:31])[CH2:12][C:11]#[N:13])=[CH:24][CH:23]=1)[C:15]1[CH:16]=[CH:17][CH:18]=[CH:19][CH:20]=1. The yield is 0.360.